From a dataset of Forward reaction prediction with 1.9M reactions from USPTO patents (1976-2016). Predict the product of the given reaction. (1) Given the reactants [Cl:1][C:2]1[CH:11]=[C:10]([Cl:12])[C:9]2[C:4](=[CH:5][C:6](OC)=[CH:7][CH:8]=2)[N:3]=1.N1CCCC1.CCN(C(C)C)C(C)C.[O:29]1CCOC[CH2:30]1, predict the reaction product. The product is: [Cl:1][C:2]1[CH:11]=[C:10]([Cl:12])[C:9]2[C:4](=[CH:5][CH:6]=[CH:7][C:8]=2[O:29][CH3:30])[N:3]=1. (2) Given the reactants C(OC(=O)CCCNC(NC1SC(C2C=CC(S(C)(=O)=O)=C(F)C=2)=C(C)N=1)=O)C.[NH2:30][C:31]1[S:32][C:33]([C:37]2[CH:42]=[C:41]([Cl:43])[C:40]([S:44]([N:47]([CH3:49])[CH3:48])(=[O:46])=[O:45])=[C:39]([Cl:50])[CH:38]=2)=[C:34]([CH3:36])[N:35]=1.[CH2:51]([O:53][C:54](=[O:60])[CH2:55][CH2:56][N:57]=[C:58]=[O:59])[CH3:52], predict the reaction product. The product is: [CH2:51]([O:53][C:54](=[O:60])[CH2:55][CH2:56][NH:57][C:58]([NH:30][C:31]1[S:32][C:33]([C:37]2[CH:42]=[C:41]([Cl:43])[C:40]([S:44](=[O:46])(=[O:45])[N:47]([CH3:49])[CH3:48])=[C:39]([Cl:50])[CH:38]=2)=[C:34]([CH3:36])[N:35]=1)=[O:59])[CH3:52]. (3) Given the reactants [ClH:1].[CH3:2][C:3]1[CH:4]=[C:5](/[CH:62]=[CH:63]/[CH2:64][CH2:65][N:66]2[CH2:71][CH2:70][CH2:69][C:68]3([CH2:76][CH2:75][N:74](C(OC(C)(C)C)=O)[CH2:73][CH2:72]3)[CH2:67]2)[CH:6]=[CH:7][C:8]=1[CH2:9][C:10]1[C:11]([O:18][C@@H:19]2[O:51][C@H:50]([CH2:52][O:53][C:54](=[O:61])[C:55]3[CH:60]=[CH:59][CH:58]=[CH:57][CH:56]=3)[C@@H:40]([O:41][C:42](=[O:49])[C:43]3[CH:48]=[CH:47][CH:46]=[CH:45][CH:44]=3)[C@H:30]([O:31][C:32](=[O:39])[C:33]3[CH:38]=[CH:37][CH:36]=[CH:35][CH:34]=3)[C@H:20]2[O:21][C:22](=[O:29])[C:23]2[CH:28]=[CH:27][CH:26]=[CH:25][CH:24]=2)=[N:12][NH:13][C:14]=1[CH:15]([CH3:17])[CH3:16], predict the reaction product. The product is: [ClH:1].[ClH:1].[C:22]([O:21][C@@H:20]1[C@@H:30]([O:31][C:32](=[O:39])[C:33]2[CH:38]=[CH:37][CH:36]=[CH:35][CH:34]=2)[C@H:40]([O:41][C:42](=[O:49])[C:43]2[CH:44]=[CH:45][CH:46]=[CH:47][CH:48]=2)[C@@H:50]([CH2:52][O:53][C:54](=[O:61])[C:55]2[CH:56]=[CH:57][CH:58]=[CH:59][CH:60]=2)[O:51][C@H:19]1[O:18][C:11]1[C:10]([CH2:9][C:8]2[CH:7]=[CH:6][C:5](/[CH:62]=[CH:63]/[CH2:64][CH2:65][N:66]3[CH2:71][CH2:70][CH2:69][C:68]4([CH2:72][CH2:73][NH:74][CH2:75][CH2:76]4)[CH2:67]3)=[CH:4][C:3]=2[CH3:2])=[C:14]([CH:15]([CH3:17])[CH3:16])[NH:13][N:12]=1)(=[O:29])[C:23]1[CH:24]=[CH:25][CH:26]=[CH:27][CH:28]=1. (4) The product is: [CH3:1][O:2][C:3](=[O:16])[C:4]1[CH:9]=[CH:8][CH:7]=[C:6]([O:10][C@H:11]([C:13](=[O:15])[NH:17][C:18]2[CH:25]=[CH:24][C:21]([C:22]#[N:23])=[CH:20][CH:19]=2)[CH3:12])[CH:5]=1. Given the reactants [CH3:1][O:2][C:3](=[O:16])[C:4]1[CH:9]=[CH:8][CH:7]=[C:6]([O:10][C@H:11]([C:13]([OH:15])=O)[CH3:12])[CH:5]=1.[NH2:17][C:18]1[CH:25]=[CH:24][C:21]([C:22]#[N:23])=[CH:20][CH:19]=1.P(Cl)(Cl)(Cl)=O, predict the reaction product. (5) The product is: [CH3:1][O:2][C:3]1[CH:8]=[CH:7][C:6]([C:9]2([C:15]([OH:20])=[O:17])[CH2:14][CH2:13][CH2:12][CH2:11][CH2:10]2)=[CH:5][CH:4]=1. Given the reactants [CH3:1][O:2][C:3]1[CH:8]=[CH:7][C:6]([C:9]2([C:15]#N)[CH2:14][CH2:13][CH2:12][CH2:11][CH2:10]2)=[CH:5][CH:4]=1.[OH-:17].[Na+].Cl.[OH2:20], predict the reaction product.